This data is from Full USPTO retrosynthesis dataset with 1.9M reactions from patents (1976-2016). The task is: Predict the reactants needed to synthesize the given product. (1) Given the product [CH3:1][O:2][C:3](=[O:13])[C@@H:4]([N:12]1[CH2:29][C:28]([O:31][C:32]2[CH:37]=[CH:36][C:35]([Cl:38])=[CH:34][C:33]=2[Cl:39])=[CH:27][C:26]1=[O:25])[CH2:5][CH:6]1[CH2:11][CH2:10][CH2:9][CH2:8][CH2:7]1, predict the reactants needed to synthesize it. The reactants are: [CH3:1][O:2][C:3](=[O:13])[C@@H:4]([NH2:12])[CH2:5][CH:6]1[CH2:11][CH2:10][CH2:9][CH2:8][CH2:7]1.C(N(CC)C(C)C)(C)C.C([O:25][C:26](=O)/[CH:27]=[C:28](/[O:31][C:32]1[CH:37]=[CH:36][C:35]([Cl:38])=[CH:34][C:33]=1[Cl:39])\[CH2:29]Br)C. (2) Given the product [OH:25][C:12]1[C:13]2[C:18]([C:19]3[CH:24]=[CH:23][CH:22]=[CH:21][CH:20]=3)=[N:17][CH:16]=[N:15][C:14]=2[N:9]([OH:8])[C:10](=[O:26])[CH:11]=1, predict the reactants needed to synthesize it. The reactants are: C([O:8][N:9]1[C:14]2[N:15]=[CH:16][N:17]=[C:18]([C:19]3[CH:24]=[CH:23][CH:22]=[CH:21][CH:20]=3)[C:13]=2[C:12]([OH:25])=[CH:11][C:10]1=[O:26])C1C=CC=CC=1.Cl.C(O)(C(F)(F)F)=O. (3) Given the product [ClH:16].[Cl:16][C:13]1[CH:14]=[CH:15][C:10]([C@@H:9]2[O:8][CH2:7][CH2:6][NH:5][CH2:4][C@H:3]2[CH2:2][NH:1][C:31]([C:27]2[CH:26]=[N:25][CH:30]=[CH:29][CH:28]=2)=[O:32])=[CH:11][C:12]=1[F:17], predict the reactants needed to synthesize it. The reactants are: [NH2:1][CH2:2][C@H:3]1[C@H:9]([C:10]2[CH:15]=[CH:14][C:13]([Cl:16])=[C:12]([F:17])[CH:11]=2)[O:8][CH2:7][CH2:6][N:5](C(OC(C)(C)C)=O)[CH2:4]1.[N:25]1[CH:30]=[CH:29][CH:28]=[C:27]([C:31](O)=[O:32])[CH:26]=1. (4) Given the product [F:1][C:2]1[CH:3]=[CH:4][C:5]([F:13])=[C:6]2[C:10]=1[C:9](=[O:11])[NH:16][C:7]2=[O:8], predict the reactants needed to synthesize it. The reactants are: [F:1][C:2]1[C:10]2[C:9](=[O:11])[O:8][C:7](=O)[C:6]=2[C:5]([F:13])=[CH:4][CH:3]=1.C([NH2:16])=O. (5) The reactants are: [CH:1]1([C:4]2[C:5](OS(C(F)(F)F)(=O)=O)=[CH:6][C:7]([N:14]3[CH2:19][CH2:18][O:17][CH2:16][CH2:15]3)=[C:8]([CH:13]=2)[C:9]([O:11][CH3:12])=[O:10])[CH2:3][CH2:2]1.[F:28][C:29]1[CH:34]=[CH:33][C:32](B(O)O)=[CH:31][CH:30]=1. Given the product [CH:1]1([C:4]2[CH:13]=[C:8]([C:9]([O:11][CH3:12])=[O:10])[C:7]([N:14]3[CH2:15][CH2:16][O:17][CH2:18][CH2:19]3)=[CH:6][C:5]=2[C:32]2[CH:33]=[CH:34][C:29]([F:28])=[CH:30][CH:31]=2)[CH2:3][CH2:2]1, predict the reactants needed to synthesize it.